The task is: Predict the reaction yield, written as a fraction of the theoretical maximum amount of product (1.0 means a 100% yield; for example, 0.34 means a 34% yield).. This data is from Reaction yield outcomes from USPTO patents with 853,638 reactions. (1) The yield is 0.110. The reactants are Cl[C:2]1[N:7]=[C:6]([NH:8][C:9]2[CH:10]=[CH:11][C:12]([C@H:20]3[CH2:25][CH2:24][C@H:23]([OH:26])[CH2:22][CH2:21]3)=[C:13]3[C:17]=2[C:16](=[O:18])[N:15]([CH3:19])[CH2:14]3)[C:5]([C:27]([F:30])([F:29])[F:28])=[CH:4][N:3]=1.[NH2:31][C:32]1[N:37]=[CH:36][C:35]([CH2:38][P:39](=[O:46])([O:43][CH2:44][CH3:45])[O:40][CH2:41][CH3:42])=[CH:34][CH:33]=1.CC1(C)C2C(=C(P(C3C=CC=CC=3)C3C=CC=CC=3)C=CC=2)OC2C(P(C3C=CC=CC=3)C3C=CC=CC=3)=CC=CC1=2.C([O-])([O-])=O.[Cs+].[Cs+]. The product is [OH:26][C@H:23]1[CH2:24][CH2:25][C@H:20]([C:12]2[CH:11]=[CH:10][C:9]([NH:8][C:6]3[C:5]([C:27]([F:30])([F:29])[F:28])=[CH:4][N:3]=[C:2]([NH:31][C:32]4[N:37]=[CH:36][C:35]([CH2:38][P:39](=[O:46])([O:43][CH2:44][CH3:45])[O:40][CH2:41][CH3:42])=[CH:34][CH:33]=4)[N:7]=3)=[C:17]3[C:13]=2[CH2:14][N:15]([CH3:19])[C:16]3=[O:18])[CH2:21][CH2:22]1. The catalyst is O1CCOCC1.CC([O-])=O.CC([O-])=O.[Pd+2]. (2) The reactants are [OH:1][C:2]1[CH:11]=[CH:10][C:9]2[C:4](=[CH:5][CH:6]=[CH:7][CH:8]=2)[C:3]=1[C:12]([OH:14])=O.[F:15][C:16]([F:29])([F:28])[C:17]1[CH:18]=[C:19]([CH:21]=[C:22]([C:24]([F:27])([F:26])[F:25])[CH:23]=1)[NH2:20]. No catalyst specified. The product is [OH:1][C:2]1[CH:11]=[CH:10][C:9]2[C:4](=[CH:5][CH:6]=[CH:7][CH:8]=2)[C:3]=1[C:12]([NH:20][C:19]1[CH:21]=[C:22]([C:24]([F:25])([F:26])[F:27])[CH:23]=[C:17]([C:16]([F:15])([F:28])[F:29])[CH:18]=1)=[O:14]. The yield is 0.302. (3) The reactants are Br[C:2]1[CH:7]=[CH:6][C:5]([N:8]2[C:12]3[N:13]=[CH:14][N:15]([CH2:18][C:19]4([OH:30])[CH2:24][CH2:23][N:22]([C:25]([CH:27]5[CH2:29][CH2:28]5)=[O:26])[CH2:21][CH2:20]4)[C:16](=[O:17])[C:11]=3[CH:10]=[N:9]2)=[CH:4][CH:3]=1.[CH3:31][N:32]1[CH2:37][CH2:36][N:35]([C:38]2[CH:39]=[N:40][NH:41][CH:42]=2)[CH2:34][CH2:33]1.C(=O)([O-])[O-].[K+].[K+].[C@H]1(N)CCCC[C@@H]1N. The catalyst is O1CCOCC1. The product is [CH:27]1([C:25]([N:22]2[CH2:23][CH2:24][C:19]([CH2:18][N:15]3[C:16](=[O:17])[C:11]4[CH:10]=[N:9][N:8]([C:5]5[CH:6]=[CH:7][C:2]([N:40]6[CH:39]=[C:38]([N:35]7[CH2:36][CH2:37][N:32]([CH3:31])[CH2:33][CH2:34]7)[CH:42]=[N:41]6)=[CH:3][CH:4]=5)[C:12]=4[N:13]=[CH:14]3)([OH:30])[CH2:20][CH2:21]2)=[O:26])[CH2:29][CH2:28]1. The yield is 0.0700. (4) The reactants are [CH2:1]([C@@H:5]1[NH:10][CH2:9][C@H:8]([CH2:11][CH:12]([CH3:14])[CH3:13])[NH:7][C:6]1=[O:15])[CH:2]([CH3:4])[CH3:3].[C:16]1([C:22]2[O:26][N:25]=[C:24]([CH:27]=O)[CH:23]=2)[CH:21]=[CH:20][CH:19]=[CH:18][CH:17]=1.C(O[BH-](OC(=O)C)OC(=O)C)(=O)C.[Na+]. The catalyst is C1COCC1. The product is [CH2:1]([C@@H:5]1[N:10]([CH2:27][C:24]2[CH:23]=[C:22]([C:16]3[CH:17]=[CH:18][CH:19]=[CH:20][CH:21]=3)[O:26][N:25]=2)[CH2:9][C@H:8]([CH2:11][CH:12]([CH3:14])[CH3:13])[NH:7][C:6]1=[O:15])[CH:2]([CH3:4])[CH3:3]. The yield is 0.600. (5) The reactants are C(O[C:4]([N:6]=[C:7]=[S:8])=[O:5])C.C(OC([N:16]1[CH2:21][CH2:20][CH:19]([CH2:22][NH:23][C:24]2[CH:28]=[CH:27][NH:26][C:25]=2C(OCC)=O)[CH2:18][CH2:17]1)=O)(C)(C)C.[Na].Cl. The catalyst is C(Cl)Cl. The product is [NH:16]1[CH2:17][CH2:18][CH:19]([CH2:22][N:23]2[C:24]3[CH:28]=[CH:27][NH:26][C:25]=3[C:4](=[O:5])[NH:6][C:7]2=[S:8])[CH2:20][CH2:21]1. The yield is 0.140. (6) The reactants are [Cl:1][C:2]1[CH:8]=[CH:7][C:5]([NH2:6])=[CH:4][CH:3]=1.C([O-])(O)=O.[Na+].[Cl:14][CH2:15][C:16](Cl)=[O:17]. The catalyst is CC(C)=O. The product is [Cl:14][CH2:15][C:16]([NH:6][C:5]1[CH:7]=[CH:8][C:2]([Cl:1])=[CH:3][CH:4]=1)=[O:17]. The yield is 0.760. (7) The reactants are C([O:5][C:6]([C:8]1[C:13]([O:14][CH2:15][C:16]2[CH:21]=[CH:20][CH:19]=[CH:18][CH:17]=2)=[C:12]([OH:22])[N:11]=[C:10]([CH2:23][C:24]2([C:29]3[CH:34]=[CH:33][CH:32]=[CH:31][CH:30]=3)[CH2:28][CH2:27][CH2:26][CH2:25]2)[N:9]=1)=[O:7])(C)(C)C.C(OC1C(C(O)=O)=NC(CC2C=CC=CC=2C2C=CC=CC=2)=NC=1O)C1C=CC=CC=1. No catalyst specified. The product is [CH2:15]([O:14][C:13]1[C:8]([C:6]([OH:7])=[O:5])=[N:9][C:10]([CH2:23][C:24]2([C:29]3[CH:34]=[CH:33][CH:32]=[CH:31][CH:30]=3)[CH2:25][CH2:26][CH2:27][CH2:28]2)=[N:11][C:12]=1[OH:22])[C:16]1[CH:21]=[CH:20][CH:19]=[CH:18][CH:17]=1. The yield is 0.683. (8) The reactants are Cl.[NH2:2][OH:3].C[O-].[Na+].CO.CO[C:11](=[O:43])[CH:12]([NH:19][C:20](=[O:42])[C:21]1[CH:26]=[CH:25][C:24]([C:27]#[C:28][C:29]2[CH:34]=[CH:33][C:32]([CH2:35][N:36]3[CH2:41][CH2:40][O:39][CH2:38][CH2:37]3)=[CH:31][CH:30]=2)=[CH:23][CH:22]=1)[C:13]1[CH:18]=[CH:17][CH:16]=[CH:15][CH:14]=1.Cl. The catalyst is CO.C1COCC1.CO. The product is [OH:3][NH:2][C:11]([C@H:12]([C:13]1[CH:18]=[CH:17][CH:16]=[CH:15][CH:14]=1)[NH:19][C:20](=[O:42])[C:21]1[CH:22]=[CH:23][C:24]([C:27]#[C:28][C:29]2[CH:30]=[CH:31][C:32]([CH2:35][N:36]3[CH2:37][CH2:38][O:39][CH2:40][CH2:41]3)=[CH:33][CH:34]=2)=[CH:25][CH:26]=1)=[O:43]. The yield is 0.0830.